From a dataset of Forward reaction prediction with 1.9M reactions from USPTO patents (1976-2016). Predict the product of the given reaction. (1) Given the reactants [CH3:1][S:2]([NH:5][C:6](=[O:38])[C:7]1[CH:12]=[CH:11][CH:10]=[C:9]([C:13]2[N:17](COCC[Si](C)(C)C)[C:16]([C:26]3[CH:31]=[CH:30][CH:29]=[CH:28][CH:27]=3)=[N:15][C:14]=2[C:32]2[CH:37]=[CH:36][N:35]=[CH:34][CH:33]=2)[CH:8]=1)(=[O:4])=[O:3].[C:39]([OH:45])([C:41]([F:44])([F:43])[F:42])=[O:40], predict the reaction product. The product is: [OH:45][C:39]([C:41]([F:44])([F:43])[F:42])=[O:40].[OH:45][C:39]([C:41]([F:44])([F:43])[F:42])=[O:40].[CH3:1][S:2]([NH:5][C:6](=[O:38])[C:7]1[CH:12]=[CH:11][CH:10]=[C:9]([C:13]2[NH:17][C:16]([C:26]3[CH:31]=[CH:30][CH:29]=[CH:28][CH:27]=3)=[N:15][C:14]=2[C:32]2[CH:33]=[CH:34][N:35]=[CH:36][CH:37]=2)[CH:8]=1)(=[O:3])=[O:4]. (2) Given the reactants [F:1][C:2]1[CH:3]=[C:4]([CH:37]=[CH:38][CH:39]=1)[CH2:5][N:6]1[C:10]2[CH:11]=[C:12]([C:15]3[CH:20]=[CH:19][N:18]=[C:17]4[NH:21][C:22]([C:24]5[CH2:29][CH2:28][N:27](C(OC(C)(C)C)=O)[CH2:26][CH:25]=5)=[CH:23][C:16]=34)[CH:13]=[CH:14][C:9]=2[N:8]=[CH:7]1.FC(F)(F)C(O)=O, predict the reaction product. The product is: [F:1][C:2]1[CH:3]=[C:4]([CH:37]=[CH:38][CH:39]=1)[CH2:5][N:6]1[C:10]2[CH:11]=[C:12]([C:15]3[CH:20]=[CH:19][N:18]=[C:17]4[NH:21][C:22]([C:24]5[CH2:29][CH2:28][NH:27][CH2:26][CH:25]=5)=[CH:23][C:16]=34)[CH:13]=[CH:14][C:9]=2[N:8]=[CH:7]1. (3) Given the reactants [CH2:1]([O:3][C:4]([C:6]1[N:7]([CH3:22])[C:8]([CH2:20][CH3:21])=[C:9]([C:18]#[N:19])[C:10]=1[C:11]1[CH:16]=[CH:15][C:14]([OH:17])=[CH:13][CH:12]=1)=[O:5])[CH3:2].N1C=CC=CC=1.[F:29][C:30]([F:43])([F:42])[S:31](O[S:31]([C:30]([F:43])([F:42])[F:29])(=[O:33])=[O:32])(=[O:33])=[O:32].O, predict the reaction product. The product is: [CH2:1]([O:3][C:4]([C:6]1[N:7]([CH3:22])[C:8]([CH2:20][CH3:21])=[C:9]([C:18]#[N:19])[C:10]=1[C:11]1[CH:16]=[CH:15][C:14]([O:17][S:31]([C:30]([F:43])([F:42])[F:29])(=[O:33])=[O:32])=[CH:13][CH:12]=1)=[O:5])[CH3:2]. (4) The product is: [ClH:16].[CH3:1][C:2]1[C:5]([C:7]2[N:8]=[CH:9][N:10]([CH3:12])[CH:11]=2)=[N:24][N:23]([C:17]2[CH:22]=[CH:21][CH:20]=[CH:19][CH:18]=2)[C:3]=1[NH2:4]. Given the reactants [CH3:1][CH:2]([C:5]([C:7]1[N:8]=[CH:9][N:10]([CH3:12])[CH:11]=1)=O)[C:3]#[N:4].CCO.[ClH:16].[C:17]1([NH:23][NH2:24])[CH:22]=[CH:21][CH:20]=[CH:19][CH:18]=1, predict the reaction product. (5) Given the reactants [NH2:1][CH2:2][C:3]1([C:14]2[CH:19]=[CH:18][CH:17]=[C:16]([Cl:20])[CH:15]=2)[CH2:8][CH2:7][C:6](OS(C)(=O)=O)=[CH:5][CH2:4]1.[C:21]1(B(O)O)[CH:26]=[CH:25][CH:24]=[CH:23][CH:22]=1.C([O-])([O-])=O.[Na+].[Na+].C(O)(C(F)(F)F)=O, predict the reaction product. The product is: [Cl:20][C:16]1[CH:15]=[C:14]([C:3]2([CH2:2][NH2:1])[CH2:8][CH2:7][C:6]([C:21]3[CH:26]=[CH:25][CH:24]=[CH:23][CH:22]=3)=[CH:5][CH2:4]2)[CH:19]=[CH:18][CH:17]=1. (6) Given the reactants [K].[CH:2]([NH:4][CH:5]=[O:6])=[CH2:3].Br[CH2:8][CH2:9][CH2:10][CH2:11][CH2:12][CH2:13][CH2:14][CH2:15][CH2:16][CH3:17], predict the reaction product. The product is: [CH2:8]([N:4]([CH:2]=[CH2:3])[CH:5]=[O:6])[CH2:9][CH2:10][CH2:11][CH2:12][CH2:13][CH2:14][CH2:15][CH2:16][CH3:17]. (7) Given the reactants [OH:1]C1CCN(C2C=CC(C(OCC)=O)=CC=2)CC1.[CH2:19]1[CH2:24][CH2:23][CH:22]([N:25]=[C:26]=[N:27][CH:28]2[CH2:33][CH2:32][CH2:31][CH2:30][CH2:29]2)[CH2:21][CH2:20]1.CS(C)=O.N1C=CC=CC=1.C(O)(C(F)(F)F)=O, predict the reaction product. The product is: [C:26]([NH:25][CH:22]1[CH2:21][CH2:20][CH2:19][CH2:24][CH2:23]1)([NH:27][CH:28]1[CH2:33][CH2:32][CH2:31][CH2:30][CH2:29]1)=[O:1]. (8) Given the reactants [H-].[Na+].[I-].[CH3:4][S+](C)(C)=O.[Si:9]([O:26][CH2:27][C@@H:28]([N:31]1[C@H:36]([C:37]2[CH:42]=[CH:41][C:40]([Cl:43])=[CH:39][CH:38]=2)[C@@H:35]([C:44]2[CH:49]=[CH:48][CH:47]=[C:46]([Cl:50])[CH:45]=2)[CH2:34][C@@:33](/[CH:52]=[CH:53]/[C:54]([O:56][CH3:57])=[O:55])([CH3:51])[C:32]1=[O:58])[CH2:29][CH3:30])([C:22]([CH3:25])([CH3:24])[CH3:23])([C:16]1[CH:21]=[CH:20][CH:19]=[CH:18][CH:17]=1)[C:10]1[CH:15]=[CH:14][CH:13]=[CH:12][CH:11]=1.[S].[I-], predict the reaction product. The product is: [Si:9]([O:26][CH2:27][C@@H:28]([N:31]1[C@H:36]([C:37]2[CH:38]=[CH:39][C:40]([Cl:43])=[CH:41][CH:42]=2)[C@@H:35]([C:44]2[CH:49]=[CH:48][CH:47]=[C:46]([Cl:50])[CH:45]=2)[CH2:34][C@@:33]([CH:52]2[CH2:4][CH:53]2[C:54]([O:56][CH3:57])=[O:55])([CH3:51])[C:32]1=[O:58])[CH2:29][CH3:30])([C:22]([CH3:25])([CH3:24])[CH3:23])([C:16]1[CH:21]=[CH:20][CH:19]=[CH:18][CH:17]=1)[C:10]1[CH:11]=[CH:12][CH:13]=[CH:14][CH:15]=1.